Task: Predict the reactants needed to synthesize the given product.. Dataset: Full USPTO retrosynthesis dataset with 1.9M reactions from patents (1976-2016) (1) Given the product [Br:1][C:2]1[CH:14]=[C:6]([CH:5]=[C:4]([CH2:15][OH:16])[CH:3]=1)[C:7]([O:9][C:10]([CH3:13])([CH3:12])[CH3:11])=[O:8], predict the reactants needed to synthesize it. The reactants are: [Br:1][C:2]1[CH:3]=[C:4]([C:15](OC)=[O:16])[CH:5]=[C:6]([CH:14]=1)[C:7]([O:9][C:10]([CH3:13])([CH3:12])[CH3:11])=[O:8].[BH4-].[Na+].CO. (2) Given the product [C:15](=[S:8])([O:26][C:6]1[CH:32]=[CH:28][CH:29]=[CH:30][N:3]=1)[CH2:16][CH2:17][CH2:18][CH2:19][CH2:20][CH2:21][CH2:22][CH2:23][CH:24]=[CH2:25], predict the reactants needed to synthesize it. The reactants are: C([N:3]([CH2:6]C)CC)C.[SH:8]C1C=CC=CN=1.[C:15](Cl)(=[O:26])[CH2:16][CH2:17][CH2:18][CH2:19][CH2:20][CH2:21][CH2:22][CH2:23][CH:24]=[CH2:25].[CH2:28]1[CH2:32]O[CH2:30][CH2:29]1. (3) Given the product [OH:26][CH2:25][CH2:27][NH:28][C:20]([C:18]1[CH:17]=[CH:16][C:13]2[N:14]([CH3:15])[C:10]([NH:9][C:7]3[S:8][C:4]4[CH:3]=[C:2]([Cl:1])[CH:24]=[CH:23][C:5]=4[N:6]=3)=[N:11][C:12]=2[CH:19]=1)=[O:21], predict the reactants needed to synthesize it. The reactants are: [Cl:1][C:2]1[CH:24]=[CH:23][C:5]2[N:6]=[C:7]([NH:9][C:10]3[N:14]([CH3:15])[C:13]4[CH:16]=[CH:17][C:18]([C:20](O)=[O:21])=[CH:19][C:12]=4[N:11]=3)[S:8][C:4]=2[CH:3]=1.[CH2:25]([CH2:27][NH2:28])[OH:26].CN(C(ON1N=NC2C=CC=CC1=2)=[N+](C)C)C.F[P-](F)(F)(F)(F)F.CCN(C(C)C)C(C)C. (4) Given the product [NH:8]1[C:16]2[C:11](=[CH:12][CH:13]=[CH:14][CH:15]=2)[CH:10]=[C:9]1[C:17]1[C:18]([O:27][CH3:28])=[CH:19][C:20]([O:25][CH3:26])=[C:21]([CH:22]=1)[CH:23]=[O:24], predict the reactants needed to synthesize it. The reactants are: C(OC([N:8]1[C:16]2[C:11](=[CH:12][CH:13]=[CH:14][CH:15]=2)[CH:10]=[C:9]1[C:17]1[CH:22]=[C:21]([CH:23]=[O:24])[C:20]([O:25][CH3:26])=[CH:19][C:18]=1[O:27][CH3:28])=O)(C)(C)C.[N+](CCCC)(CCCC)(CCCC)CCCC.[F-].C(Cl)Cl. (5) Given the product [C:30]([O:34][C:35]([N:37]1[CH2:42][CH2:41][CH:40]([CH2:43][NH:44][C:15]([C:14]2[C:8]3[N:7]=[C:6]([C:2]([CH3:3])([CH3:4])[CH3:5])[NH:10][C:9]=3[CH:11]=[CH:12][CH:13]=2)=[O:17])[CH2:39][CH2:38]1)=[O:36])([CH3:33])([CH3:32])[CH3:31], predict the reactants needed to synthesize it. The reactants are: Cl.[C:2]([C:6]1[NH:10][C:9]2[CH:11]=[CH:12][CH:13]=[C:14]([C:15]([OH:17])=O)[C:8]=2[N:7]=1)([CH3:5])([CH3:4])[CH3:3].C(N1C=CN=C1)(N1C=CN=C1)=O.[C:30]([O:34][C:35]([N:37]1[CH2:42][CH2:41][CH:40]([CH2:43][NH2:44])[CH2:39][CH2:38]1)=[O:36])([CH3:33])([CH3:32])[CH3:31].N12CCN(CC1)CC2.